Dataset: Reaction yield outcomes from USPTO patents with 853,638 reactions. Task: Predict the reaction yield, written as a fraction of the theoretical maximum amount of product (1.0 means a 100% yield; for example, 0.34 means a 34% yield). (1) The yield is 0.360. The product is [CH:7]1([CH2:6][NH:5][C:12](=[O:11])[C:13]2[CH:18]=[CH:17][C:16]([O:19][CH2:20][C:21]3[C:22]([C:28]4[CH:29]=[CH:30][C:31]([F:34])=[CH:32][CH:33]=4)=[N:23][O:24][C:25]=3[CH2:26][OH:27])=[N:15][CH:14]=2)[CH2:9][CH2:8]1. The reactants are C[Al](C)C.[NH2:5][CH2:6][CH:7]1[CH2:9][CH2:8]1.C[O:11][C:12](=O)[C:13]1[CH:18]=[CH:17][C:16]([O:19][CH2:20][C:21]2[C:22]([C:28]3[CH:33]=[CH:32][C:31]([F:34])=[CH:30][CH:29]=3)=[N:23][O:24][C:25]=2[CH2:26][OH:27])=[N:15][CH:14]=1.C1(C)C=CC=CC=1. The catalyst is O1CCOCC1. (2) The reactants are [Cl:1][C:2]1[CH:9]=[C:8]([Cl:10])[CH:7]=[CH:6][C:3]=1[CH:4]=O.Cl.[S:12]([C:16]1[CH:21]=[CH:20][C:19]([NH:22][NH2:23])=[CH:18][CH:17]=1)(=[O:15])(=[O:14])[NH2:13]. No catalyst specified. The product is [S:12]([C:16]1[CH:17]=[CH:18][C:19]([NH:22][N:23]=[CH:4][C:3]2[CH:6]=[CH:7][C:8]([Cl:10])=[CH:9][C:2]=2[Cl:1])=[CH:20][CH:21]=1)(=[O:15])(=[O:14])[NH2:13]. The yield is 0.590. (3) The reactants are [CH3:1][C:2]1[CH:3]=[C:4]([C:24]#N)[CH:5]=[C:6]2[C:10]=1[C:9](=[O:11])[N:8]([CH2:12][C:13]1[CH:18]=[CH:17][C:16]([O:19][C:20]([F:23])([F:22])[F:21])=[CH:15][CH:14]=1)[CH2:7]2.[OH-:26].[K+].C[OH:29]. No catalyst specified. The product is [CH3:1][C:2]1[CH:3]=[C:4]([C:24]([OH:29])=[O:26])[CH:5]=[C:6]2[C:10]=1[C:9](=[O:11])[N:8]([CH2:12][C:13]1[CH:18]=[CH:17][C:16]([O:19][C:20]([F:23])([F:22])[F:21])=[CH:15][CH:14]=1)[CH2:7]2. The yield is 0.850. (4) The reactants are [OH:1][C:2]1[C:11]2[C:6](=[CH:7][CH:8]=[CH:9][CH:10]=2)[N:5]=[CH:4][CH:3]=1.Br[CH:13]([CH3:24])[C:14]([NH:16][C:17]1[CH:22]=[CH:21][C:20]([Cl:23])=[CH:19][CH:18]=1)=[O:15]. The catalyst is CN(C=O)C.O. The product is [Cl:23][C:20]1[CH:19]=[CH:18][C:17]([NH:16][C:14](=[O:15])[CH:13]([O:1][C:2]2[C:11]3[C:6](=[CH:7][CH:8]=[CH:9][CH:10]=3)[N:5]=[CH:4][CH:3]=2)[CH3:24])=[CH:22][CH:21]=1. The yield is 0.920. (5) The reactants are [H-].[Na+].[CH:3]([N:16]1[CH2:19][CH:18]([OH:20])[CH2:17]1)([C:10]1[CH:15]=[CH:14][CH:13]=[CH:12][CH:11]=1)[C:4]1[CH:9]=[CH:8][CH:7]=[CH:6][CH:5]=1.[H][H].[F:23][C:24]1[CH:29]=[CH:28][C:27](F)=[CH:26][CH:25]=1.C(=O)([O-])O.[Na+]. The catalyst is CN(C=O)C. The product is [C:4]1([CH:3]([C:10]2[CH:15]=[CH:14][CH:13]=[CH:12][CH:11]=2)[N:16]2[CH2:19][CH:18]([O:20][C:27]3[CH:28]=[CH:29][C:24]([F:23])=[CH:25][CH:26]=3)[CH2:17]2)[CH:5]=[CH:6][CH:7]=[CH:8][CH:9]=1. The yield is 0.670. (6) The reactants are [Cl:1][C:2]1[CH:25]=[CH:24][C:23]([N+:26]([O-])=O)=[CH:22][C:3]=1[CH2:4][N:5]1[C@@H:10]([CH3:11])[CH2:9][N:8]2[C:12]([C:15]3[CH:20]=[N:19][CH:18]=[CH:17][N:16]=3)=[N:13][N:14]=[C:7]2[C:6]1=[O:21].[Cl-].[NH4+]. The catalyst is CC(C)=O.O.[Zn]. The product is [NH2:26][C:23]1[CH:24]=[CH:25][C:2]([Cl:1])=[C:3]([CH:22]=1)[CH2:4][N:5]1[C@@H:10]([CH3:11])[CH2:9][N:8]2[C:12]([C:15]3[CH:20]=[N:19][CH:18]=[CH:17][N:16]=3)=[N:13][N:14]=[C:7]2[C:6]1=[O:21]. The yield is 0.270.